Dataset: hERG potassium channel inhibition data for cardiac toxicity prediction from Karim et al.. Task: Regression/Classification. Given a drug SMILES string, predict its toxicity properties. Task type varies by dataset: regression for continuous values (e.g., LD50, hERG inhibition percentage) or binary classification for toxic/non-toxic outcomes (e.g., AMES mutagenicity, cardiotoxicity, hepatotoxicity). Dataset: herg_karim. (1) The drug is COc1ccc(N(Cc2cnccc2C)C2CCN([C@H](C)CCNC(=O)c3c(C)cc(Cl)nc3C)CC2)cc1. The result is 1 (blocker). (2) The compound is COc1ccc(CC[NH+](C)CCC[C@@](C#N)(c2ccc(OC)c(OC)c2)C(C)C)cc1OC. The result is 1 (blocker). (3) The drug is [NH3+]C(CC(=O)N1CCC[C@H]1C(=O)NCc1ccc(C(F)(F)F)cc1)Cc1ccccc1F. The result is 1 (blocker). (4) The result is 0 (non-blocker). The molecule is [2H]C1([2H])OC(N)=N[C@]12c1cc(-c3cncnc3)ccc1C[C@@]21CC[C@H](OC)[C@@H](C)C1. (5) The compound is CC(=O)N1CCC(n2ncc(Nc3ncc(Cl)c(-c4cnn5ccccc45)n3)c2C)CC1. The result is 0 (non-blocker). (6) The compound is CN1C(=O)N(c2cccc(C(F)(F)F)c2)C2=C(C(=O)CC2)[C@H]1c1ccc(C#N)cc1[S+](C)[O-]. The result is 0 (non-blocker).